This data is from Full USPTO retrosynthesis dataset with 1.9M reactions from patents (1976-2016). The task is: Predict the reactants needed to synthesize the given product. Given the product [OH:4][C@H:5]1[CH2:22][CH2:21][C@@:20]2([CH3:23])[C@@H:7]([CH2:8][CH2:9][C@:10]3([CH3:50])[C@@H:19]2[CH2:18][CH2:17][C@H:16]2[C@@:11]3([CH3:49])[CH2:12][CH2:13][C@@:14]3([C:30]([NH:32][C@@H:33]4[CH2:36][C@H:35]([C:37]([OH:39])=[O:38])[C:34]4([CH3:48])[CH3:47])=[O:31])[CH2:26][CH2:25][C@@H:24]([C:27]([CH3:29])=[CH2:28])[C@@H:15]32)[C:6]1([CH3:52])[CH3:51], predict the reactants needed to synthesize it. The reactants are: C([O:4][C@H:5]1[CH2:22][CH2:21][C@@:20]2([CH3:23])[C@@H:7]([CH2:8][CH2:9][C@:10]3([CH3:50])[C@@H:19]2[CH2:18][CH2:17][C@H:16]2[C@@:11]3([CH3:49])[CH2:12][CH2:13][C@@:14]3([C:30]([NH:32][C@@H:33]4[CH2:36][C@H:35]([C:37]([O:39]CC5C=CC=CC=5)=[O:38])[C:34]4([CH3:48])[CH3:47])=[O:31])[CH2:26][CH2:25][C@@H:24]([C:27]([CH3:29])=[CH2:28])[C@@H:15]32)[C:6]1([CH3:52])[CH3:51])(=O)C.[OH-].[Na+].